Dataset: Full USPTO retrosynthesis dataset with 1.9M reactions from patents (1976-2016). Task: Predict the reactants needed to synthesize the given product. (1) The reactants are: [Cl:1][C:2]1[CH:7]=[CH:6][C:5]([CH:8]([C:20]2[CH:25]=[CH:24][C:23]([Cl:26])=[CH:22][CH:21]=2)[C:9]2[CH:10]=[C:11]3[C:16](=[CH:17][CH:18]=2)[N:15]=[CH:14][N:13]=[C:12]3Cl)=[CH:4][CH:3]=1.[CH3:27][NH:28][CH2:29][C:30]1[CH:35]=[CH:34][C:33]([C:36]([F:39])([F:38])[F:37])=[CH:32][CH:31]=1. Given the product [Cl:1][C:2]1[CH:3]=[CH:4][C:5]([CH:8]([C:20]2[CH:21]=[CH:22][C:23]([Cl:26])=[CH:24][CH:25]=2)[C:9]2[CH:10]=[C:11]3[C:16](=[CH:17][CH:18]=2)[N:15]=[CH:14][N:13]=[C:12]3[N:28]([CH3:27])[CH2:29][C:30]2[CH:31]=[CH:32][C:33]([C:36]([F:37])([F:38])[F:39])=[CH:34][CH:35]=2)=[CH:6][CH:7]=1, predict the reactants needed to synthesize it. (2) Given the product [Br:7][C:8]1[CH:13]=[CH:12][C:11]([CH2:14][CH2:15][C:16]([NH:20][CH3:19])=[O:18])=[CH:10][CH:9]=1, predict the reactants needed to synthesize it. The reactants are: C(Cl)(=O)C(Cl)=O.[Br:7][C:8]1[CH:13]=[CH:12][C:11]([CH2:14][CH2:15][C:16]([OH:18])=O)=[CH:10][CH:9]=1.[CH3:19][N:20](C=O)C.CN. (3) Given the product [F:24][C:23]([F:25])([F:26])[C:18]1[CH:19]=[CH:20][CH:21]=[CH:22][C:17]=1[C:16]([NH:15][C:6]1([C:4]([OH:5])=[O:3])[CH2:14][C:13]2[C:8](=[CH:9][CH:10]=[CH:11][CH:12]=2)[CH2:7]1)=[O:27], predict the reactants needed to synthesize it. The reactants are: C([O:3][C:4]([C:6]1([NH:15][C:16](=[O:27])[C:17]2[CH:22]=[CH:21][CH:20]=[CH:19][C:18]=2[C:23]([F:26])([F:25])[F:24])[CH2:14][C:13]2[C:8](=[CH:9][CH:10]=[CH:11][CH:12]=2)[CH2:7]1)=[O:5])C.O1CCOCC1.CO.O. (4) Given the product [C:17]([O:16][C:14]([NH:15][C:2]1[CH:7]=[C:6]([CH2:8][C:9]([O:11][CH2:12][CH3:13])=[O:10])[CH:5]=[CH:4][N:3]=1)=[O:21])([CH3:20])([CH3:19])[CH3:18], predict the reactants needed to synthesize it. The reactants are: Cl[C:2]1[CH:7]=[C:6]([CH2:8][C:9]([O:11][CH2:12][CH3:13])=[O:10])[CH:5]=[CH:4][N:3]=1.[C:14](=[O:21])([O:16][C:17]([CH3:20])([CH3:19])[CH3:18])[NH2:15].C([O-])([O-])=O.[Cs+].[Cs+]. (5) Given the product [Cl:1][C:2]1[C:3]([NH:21][CH:22]2[CH2:23][CH2:24]2)=[N:4][C:5]([N:8]([C:9]2[CH:14]=[CH:13][CH:12]=[C:11]([N:15]3[CH2:19][CH2:18][CH2:17][C:16]3=[O:20])[CH:10]=2)[C:28](=[O:29])[O:30][CH2:31][CH3:32])=[N:6][CH:7]=1, predict the reactants needed to synthesize it. The reactants are: [Cl:1][C:2]1[C:3]([NH:21][CH:22]2[CH2:24][CH2:23]2)=[N:4][C:5]([NH:8][C:9]2[CH:10]=[C:11]([N:15]3[CH2:19][CH2:18][CH2:17][C:16]3=[O:20])[CH:12]=[CH:13][CH:14]=2)=[N:6][CH:7]=1.[H-].[Na+].Cl[C:28]([O:30][CH2:31][CH3:32])=[O:29].C([O-])(O)=O.[Na+]. (6) Given the product [CH2:7]([S:10][C:11]1[CH:19]=[CH:18][CH:17]=[CH:16][C:12]=1[CH2:13][NH2:15])[CH:8]=[CH2:9], predict the reactants needed to synthesize it. The reactants are: [H-].[H-].[H-].[H-].[Li+].[Al+3].[CH2:7]([S:10][C:11]1[CH:19]=[CH:18][CH:17]=[CH:16][C:12]=1[C:13]([NH2:15])=O)[CH:8]=[CH2:9]. (7) Given the product [CH2:1]([O:3][C:4]([N:6]1[CH2:11][CH2:10][CH:9]([C:12]2[C:20]3[C:15](=[CH:16][CH:17]=[CH:18][CH:19]=3)[N:14]([CH2:22][CH2:23][O:24][C:25]3[CH:33]=[CH:32][C:28]4[O:29][CH2:30][O:31][C:27]=4[CH:26]=3)[CH:13]=2)[CH2:8][CH2:7]1)=[O:5])[CH3:2], predict the reactants needed to synthesize it. The reactants are: [CH2:1]([O:3][C:4]([N:6]1[CH2:11][CH2:10][CH:9]([C:12]2[C:20]3[C:15](=[CH:16][CH:17]=[CH:18][CH:19]=3)[NH:14][CH:13]=2)[CH2:8][CH2:7]1)=[O:5])[CH3:2].Cl[CH2:22][CH2:23][O:24][C:25]1[CH:33]=[CH:32][C:28]2[O:29][CH2:30][O:31][C:27]=2[CH:26]=1. (8) Given the product [C:3]([C:5]1[S:6][CH:7]=[C:8]2[C:13]=1[C:12](=[O:14])[N:11]([C:15]1[CH:20]=[C:19]([S:21]([N:24]3[C:33]4[C:28](=[CH:29][CH:30]=[CH:31][CH:32]=4)[CH2:27][CH2:26][CH2:25]3)(=[O:22])=[O:23])[CH:18]=[CH:17][C:16]=1[Cl:34])[C:10](=[O:35])[NH:9]2)([OH:4])=[O:2], predict the reactants needed to synthesize it. The reactants are: C[O:2][C:3]([C:5]1[S:6][CH:7]=[C:8]2[C:13]=1[C:12](=[O:14])[N:11]([C:15]1[CH:20]=[C:19]([S:21]([N:24]3[C:33]4[C:28](=[CH:29][CH:30]=[CH:31][CH:32]=4)[CH2:27][CH2:26][CH2:25]3)(=[O:23])=[O:22])[CH:18]=[CH:17][C:16]=1[Cl:34])[C:10](=[O:35])[NH:9]2)=[O:4].O1CCCC1.O.[OH-].[Li+].Cl.